From a dataset of Forward reaction prediction with 1.9M reactions from USPTO patents (1976-2016). Predict the product of the given reaction. Given the reactants [C:1]([O-:4])(=[O:3])[CH3:2].[K+].Cl[CH2:7][C:8]1[CH:9]=[C:10]([C:14](=[O:35])[C:15](=[C:26]2[NH:30][C:29]3[CH:31]=[CH:32][CH:33]=[CH:34][C:28]=3[NH:27]2)[C:16]([C:18]2[CH:23]=[C:22]([F:24])[CH:21]=[C:20]([F:25])[CH:19]=2)=[O:17])[CH:11]=[CH:12][CH:13]=1.[Cl-].[NH4+], predict the reaction product. The product is: [C:1]([O:4][CH2:7][C:8]1[CH:13]=[CH:12][CH:11]=[C:10]([C:14](=[O:35])[C:15](=[C:26]2[NH:27][C:28]3[CH:34]=[CH:33][CH:32]=[CH:31][C:29]=3[NH:30]2)[C:16]([C:18]2[CH:23]=[C:22]([F:24])[CH:21]=[C:20]([F:25])[CH:19]=2)=[O:17])[CH:9]=1)(=[O:3])[CH3:2].